From a dataset of Peptide-MHC class II binding affinity with 134,281 pairs from IEDB. Regression. Given a peptide amino acid sequence and an MHC pseudo amino acid sequence, predict their binding affinity value. This is MHC class II binding data. The peptide sequence is AAPGAAVASAAAPAS. The MHC is HLA-DPA10103-DPB10401 with pseudo-sequence HLA-DPA10103-DPB10401. The binding affinity (normalized) is 0.125.